From a dataset of Catalyst prediction with 721,799 reactions and 888 catalyst types from USPTO. Predict which catalyst facilitates the given reaction. (1) Reactant: [CH2:1]=[O:2].[CH2:3]([NH2:10])[C:4]1[CH:9]=[CH:8][CH:7]=[CH:6][CH:5]=1.[F:11][C:12]1[CH:17]=[CH:16][C:15]([C:18](=O)/[C:19](/[C:22]2[CH:27]=[CH:26][N:25]=[C:24]([F:28])[CH:23]=2)=[N:20]/O)=[CH:14][CH:13]=1. Product: [CH2:3]([N:10]1[C:18]([C:15]2[CH:16]=[CH:17][C:12]([F:11])=[CH:13][CH:14]=2)=[C:19]([C:22]2[CH:27]=[CH:26][N:25]=[C:24]([F:28])[CH:23]=2)[NH:20][C:1]1=[O:2])[C:4]1[CH:9]=[CH:8][CH:7]=[CH:6][CH:5]=1. The catalyst class is: 10. (2) Reactant: [NH:1]1[CH:5]=[CH:4][CH:3]=[C:2]1[C:6]([O:8][CH2:9][CH3:10])=[O:7].[Br:11]N1C(=O)CCC1=O.O.C(OCC)(=O)C. Product: [Br:11][C:5]1[NH:1][C:2]([C:6]([O:8][CH2:9][CH3:10])=[O:7])=[CH:3][CH:4]=1. The catalyst class is: 83. (3) Reactant: [F:1][C:2]([F:13])([CH:6]1[CH2:11][CH2:10][CH:9]([F:12])[CH2:8][CH2:7]1)[C:3]([OH:5])=O.P(Cl)(Cl)(Cl)=O.Cl.[NH2:20][CH2:21][C:22]1[CH:23]=[C:24]2[C:28](=[CH:29][CH:30]=1)[C:27](=[O:31])[N:26]([CH:32]1[CH2:37][CH2:36][C:35](=[O:38])[NH:34][C:33]1=[O:39])[CH2:25]2.C(=O)(O)[O-].[Na+]. Product: [O:39]=[C:33]1[CH:32]([N:26]2[CH2:25][C:24]3[C:28](=[CH:29][CH:30]=[C:22]([CH2:21][NH:20][C:3](=[O:5])[C:2]([F:1])([F:13])[CH:6]4[CH2:11][CH2:10][CH:9]([F:12])[CH2:8][CH2:7]4)[CH:23]=3)[C:27]2=[O:31])[CH2:37][CH2:36][C:35](=[O:38])[NH:34]1. The catalyst class is: 17. (4) The catalyst class is: 453. Product: [CH2:40]([O:12][C:11](=[O:13])/[CH:10]=[C:9](/[C:3]1[CH:4]=[CH:5][C:6]([OH:8])=[CH:7][C:2]=1[OH:1])\[CH3:14])[CH2:41][C:42]1[CH:47]=[CH:46][CH:45]=[CH:44][CH:43]=1. Reactant: [OH:1][C:2]1[CH:7]=[C:6]([OH:8])[CH:5]=[CH:4][C:3]=1[C:9]([CH3:14])=[CH:10][C:11]([OH:13])=[O:12].C1(N=C=NC2CCCCC2)CCCCC1.ON1C2C=CC=CC=2N=N1.[CH2:40](O)[CH2:41][C:42]1[CH:47]=[CH:46][CH:45]=[CH:44][CH:43]=1. (5) Reactant: [CH3:1][C:2]1[CH:7]=[C:6]([O:8][CH3:9])[C:5]([OH:10])=[C:4]([O:11][CH3:12])[C:3]=1[O:13][CH3:14].[C:15]([O-])([O-])=O.[K+].[K+].CI. Product: [CH3:14][O:13][C:3]1[C:4]([O:11][CH3:12])=[C:5]([O:10][CH3:15])[C:6]([O:8][CH3:9])=[CH:7][C:2]=1[CH3:1]. The catalyst class is: 21. (6) The catalyst class is: 5. Reactant: [C:1]([CH2:3][NH:4][C:5]([C@@H:7]1[CH2:12][CH2:11][CH2:10][CH2:9][C@@H:8]1[NH:13][C:14]([C:16]1[NH:17][C:18]2[C:23]([CH:24]=1)=[CH:22][CH:21]=[CH:20][C:19]=2[C:25](=O)[CH3:26])=[O:15])=[O:6])#[N:2].C([O-])(=O)C.[K+].Cl.[NH2:34][NH:35][C:36]([NH2:38])=[O:37]. Product: [C:1]([CH2:3][NH:4][C:5]([C@@H:7]1[CH2:12][CH2:11][CH2:10][CH2:9][C@@H:8]1[NH:13][C:14]([C:16]1[NH:17][C:18]2[C:23]([CH:24]=1)=[CH:22][CH:21]=[CH:20][C:19]=2[C:25](=[N:34][NH:35][C:36](=[O:37])[NH2:38])[CH3:26])=[O:15])=[O:6])#[N:2].